Dataset: Reaction yield outcomes from USPTO patents with 853,638 reactions. Task: Predict the reaction yield, written as a fraction of the theoretical maximum amount of product (1.0 means a 100% yield; for example, 0.34 means a 34% yield). (1) The reactants are [CH:1]([N:14]1[CH2:17][C:16]([C:19]2[CH:24]=[CH:23][CH:22]=[C:21]([CH:25]([CH3:27])[CH3:26])[CH:20]=2)(O)[CH2:15]1)([C:8]1[CH:13]=[CH:12][CH:11]=[CH:10][CH:9]=1)[C:2]1[CH:7]=[CH:6][CH:5]=[CH:4][CH:3]=1.C(N(CC)CC)C.CS([Cl:39])(=O)=O.O. The catalyst is C(Cl)(Cl)Cl. The product is [CH:1]([N:14]1[CH2:17][C:16]([Cl:39])([C:19]2[CH:24]=[CH:23][CH:22]=[C:21]([CH:25]([CH3:27])[CH3:26])[CH:20]=2)[CH2:15]1)([C:8]1[CH:13]=[CH:12][CH:11]=[CH:10][CH:9]=1)[C:2]1[CH:7]=[CH:6][CH:5]=[CH:4][CH:3]=1. The yield is 0.470. (2) The reactants are [I:1][C:2]1[C:3]2[C:4](=[CH:8][NH:9][N:10]=2)[N:5]=[CH:6][CH:7]=1.I[CH:12]([CH3:14])[CH3:13].[H-].[Na+]. The catalyst is CN(C=O)C.O.C(#N)C.O. The product is [I:1][C:2]1[C:3]2[C:4](=[CH:8][N:9]([CH:12]([CH3:14])[CH3:13])[N:10]=2)[N:5]=[CH:6][CH:7]=1.[I:1][C:2]1[CH:7]=[CH:6][N:5]=[C:4]2[CH:8]=[N:9][N:10]([CH:12]([CH3:14])[CH3:13])[C:3]=12. The yield is 0.299.